From a dataset of Reaction yield outcomes from USPTO patents with 853,638 reactions. Predict the reaction yield, written as a fraction of the theoretical maximum amount of product (1.0 means a 100% yield; for example, 0.34 means a 34% yield). (1) The yield is 0.440. The product is [C:1]([NH:4][C:5]1[CH:6]=[CH:7][C:8]([C:9]([NH:26][C:17]2[S:18][C:19]([CH2:20][CH2:21][O:22][N+:23]([O-:25])=[O:24])=[C:15]([CH3:14])[N:16]=2)=[O:11])=[CH:12][CH:13]=1)(=[O:3])[CH3:2]. The reactants are [C:1]([NH:4][C:5]1[CH:13]=[CH:12][C:8]([C:9]([OH:11])=O)=[CH:7][CH:6]=1)(=[O:3])[CH3:2].[CH3:14][C:15]1[N:16]=[C:17]([NH2:26])[S:18][C:19]=1[CH2:20][CH2:21][O:22][N+:23]([O-:25])=[O:24]. No catalyst specified. (2) The catalyst is CS(C)=O.[Pd].O1CCOCC1. The product is [CH2:23]([S:25]([C:28]1[CH:33]=[CH:32][C:31]([C:2]2[N:3]=[C:4]([C:9]3[O:10][C:11]([C:14]4[CH:19]=[CH:18][C:17]([CH2:20][NH:21][CH3:22])=[CH:16][CH:15]=4)=[N:12][N:13]=3)[C:5]([NH2:8])=[N:6][CH:7]=2)=[CH:30][CH:29]=1)(=[O:26])=[O:27])[CH3:24]. The reactants are Br[C:2]1[N:3]=[C:4]([C:9]2[O:10][C:11]([C:14]3[CH:19]=[CH:18][C:17]([CH2:20][NH:21][CH3:22])=[CH:16][CH:15]=3)=[N:12][N:13]=2)[C:5]([NH2:8])=[N:6][CH:7]=1.[CH2:23]([S:25]([C:28]1[CH:33]=[CH:32][C:31](B(O)O)=[CH:30][CH:29]=1)(=[O:27])=[O:26])[CH3:24].C([O-])([O-])=O.[Na+].[Na+].C1(P(C2C=CC=CC=2)C2C=CC=CC=2)C=CC=CC=1. The yield is 0.650. (3) The reactants are [Br:1][C:2]1[N:7]=[C:6](I)[C:5]([NH2:9])=[CH:4][CH:3]=1.CCO.C([O-])([O-])=O.[Na+].[Na+].[CH3:19][C:20]1([CH3:29])[CH2:25][CH2:24][C:23](B(O)O)=[CH:22][CH2:21]1. The catalyst is C1(C)C=CC=CC=1.CCOC(C)=O.C1C=CC([P]([Pd]([P](C2C=CC=CC=2)(C2C=CC=CC=2)C2C=CC=CC=2)([P](C2C=CC=CC=2)(C2C=CC=CC=2)C2C=CC=CC=2)[P](C2C=CC=CC=2)(C2C=CC=CC=2)C2C=CC=CC=2)(C2C=CC=CC=2)C2C=CC=CC=2)=CC=1. The product is [Br:1][C:2]1[N:7]=[C:6]([C:23]2[CH2:24][CH2:25][C:20]([CH3:29])([CH3:19])[CH2:21][CH:22]=2)[C:5]([NH2:9])=[CH:4][CH:3]=1. The yield is 0.710. (4) The reactants are Cl[C:2]1[N:7]=[C:6]([O:8][CH3:9])[N:5]=[C:4]([NH:10][C:11]2[CH:16]=[CH:15][C:14]([N:17]3[CH:21]=[C:20]([CH3:22])[N:19]=[CH:18]3)=[C:13]([O:23][CH3:24])[CH:12]=2)[N:3]=1.[F:25][C:26]1[CH:31]=[CH:30][C:29](B(O)O)=[CH:28][CH:27]=1.C(=O)([O-])[O-].[Na+].[Na+]. The catalyst is O1CCOCC1.O.[Pd].C1(P(C2C=CC=CC=2)C2C=CC=CC=2)C=CC=CC=1.C1(P(C2C=CC=CC=2)C2C=CC=CC=2)C=CC=CC=1.C1(P(C2C=CC=CC=2)C2C=CC=CC=2)C=CC=CC=1.C1(P(C2C=CC=CC=2)C2C=CC=CC=2)C=CC=CC=1. The product is [F:25][C:26]1[CH:31]=[CH:30][C:29]([C:2]2[N:7]=[C:6]([O:8][CH3:9])[N:5]=[C:4]([NH:10][C:11]3[CH:16]=[CH:15][C:14]([N:17]4[CH:21]=[C:20]([CH3:22])[N:19]=[CH:18]4)=[C:13]([O:23][CH3:24])[CH:12]=3)[N:3]=2)=[CH:28][CH:27]=1. The yield is 0.470.